This data is from Peptide-MHC class II binding affinity with 134,281 pairs from IEDB. The task is: Regression. Given a peptide amino acid sequence and an MHC pseudo amino acid sequence, predict their binding affinity value. This is MHC class II binding data. (1) The peptide sequence is IGSRGRRSCRAARRP. The MHC is HLA-DQA10201-DQB10202 with pseudo-sequence HLA-DQA10201-DQB10202. The binding affinity (normalized) is 0.0393. (2) The peptide sequence is AAATAWTTVYGAFAA. The binding affinity (normalized) is 0.373. The MHC is HLA-DPA10103-DPB10401 with pseudo-sequence HLA-DPA10103-DPB10401. (3) The peptide sequence is PHPLEKKITQWLETKGV. The MHC is DRB1_0401 with pseudo-sequence DRB1_0401. The binding affinity (normalized) is 0. (4) The peptide sequence is PDTTCSEIEEFRDRA. The MHC is DRB1_0701 with pseudo-sequence DRB1_0701. The binding affinity (normalized) is 0.575. (5) The peptide sequence is AEHQAIVRDVLAASD. The MHC is DRB1_0401 with pseudo-sequence DRB1_0401. The binding affinity (normalized) is 0. (6) The peptide sequence is LEKGRLYQIKIQYQRENPTE. The MHC is HLA-DQA10401-DQB10402 with pseudo-sequence HLA-DQA10401-DQB10402. The binding affinity (normalized) is 0.453. (7) The peptide sequence is KILEPGPGPGFRKYT. The MHC is DRB1_0701 with pseudo-sequence DRB1_0701. The binding affinity (normalized) is 0.0898.